From a dataset of Full USPTO retrosynthesis dataset with 1.9M reactions from patents (1976-2016). Predict the reactants needed to synthesize the given product. (1) The reactants are: [S:1](=[O:5])(=[O:4])([OH:3])[OH:2].[S:6]1[CH:10]=[CH:9][C:8]2[C:11]([N:15]3[CH2:20][CH2:19][N:18]([CH2:21][CH2:22][CH2:23][CH2:24][O:25]N4C5C(=CC=CC=5)C=CC4=O)[CH2:17][CH2:16]3)=[CH:12][CH:13]=[CH:14][C:7]1=2.[CH3:37][OH:38]. Given the product [S:1]([OH:5])([OH:4])(=[O:3])=[O:2].[S:6]1[CH:10]=[CH:9][C:8]2[C:11]([N:15]3[CH2:16][CH2:17][N:18]([CH2:21][CH2:22][CH2:23][CH2:24][O:25][C:13]4[CH:12]=[C:11]5[C:8]([CH:9]=[CH:10][C:37](=[O:38])[NH:15]5)=[CH:7][CH:14]=4)[CH2:19][CH2:20]3)=[CH:12][CH:13]=[CH:14][C:7]1=2, predict the reactants needed to synthesize it. (2) Given the product [C:1]([C:4]1[C:5]([O:23][Si:28]([C:24]([CH3:27])([CH3:26])[CH3:25])([CH3:31])[CH3:30])=[CH:6][C:7]([O:22][Si:28]([C:24]([CH3:27])([CH3:26])[CH3:25])([CH3:31])[CH3:30])=[C:8]([C:10]2[N:14]([C:15]3[CH:20]=[CH:19][CH:18]=[CH:17][C:16]=3[CH3:21])[N:13]=[CH:12][CH:11]=2)[CH:9]=1)([OH:3])=[O:2], predict the reactants needed to synthesize it. The reactants are: [C:1]([C:4]1[C:5]([OH:23])=[CH:6][C:7]([OH:22])=[C:8]([C:10]2[N:14]([C:15]3[CH:20]=[CH:19][CH:18]=[CH:17][C:16]=3[CH3:21])[N:13]=[CH:12][CH:11]=2)[CH:9]=1)([OH:3])=[O:2].[C:24]([Si:28]([CH3:31])([CH3:30])Cl)([CH3:27])([CH3:26])[CH3:25]. (3) Given the product [CH3:1][N:2]1[C:6]([C:7]([NH:24][N:25]2[CH2:30][CH2:29][O:28][CH2:27][CH2:26]2)=[O:9])=[CH:5][C:4]([NH:10][CH2:11][C:12]2[C:13]([C:18]3[CH:23]=[CH:22][CH:21]=[CH:20][N:19]=3)=[N:14][O:15][C:16]=2[CH3:17])=[N:3]1, predict the reactants needed to synthesize it. The reactants are: [CH3:1][N:2]1[C:6]([C:7]([OH:9])=O)=[CH:5][C:4]([NH:10][CH2:11][C:12]2[C:13]([C:18]3[CH:23]=[CH:22][CH:21]=[CH:20][N:19]=3)=[N:14][O:15][C:16]=2[CH3:17])=[N:3]1.[NH2:24][N:25]1[CH2:30][CH2:29][O:28][CH2:27][CH2:26]1. (4) Given the product [Br:1][C:2]1[N:7]=[C:6]([CH2:8][CH2:9][OH:10])[CH:5]=[CH:4][CH:3]=1, predict the reactants needed to synthesize it. The reactants are: [Br:1][C:2]1[N:7]=[C:6]([CH2:8][C:9](O)=[O:10])[CH:5]=[CH:4][CH:3]=1.[BH4-].[Na+].B(F)(F)F.CCOCC. (5) Given the product [Cl:27][C:9]1[C:10]([C:23]([F:26])([F:25])[F:24])=[N:11][N:12]([C:13]2[CH:14]=[CH:15][C:16]([S:19]([NH2:22])(=[O:21])=[O:20])=[N:17][CH:18]=2)[C:8]=1[C:5]1[CH:6]=[CH:7][C:2]([C:33]2[N:34]=[CH:35][S:36][CH:37]=2)=[CH:3][CH:4]=1, predict the reactants needed to synthesize it. The reactants are: Br[C:2]1[CH:7]=[CH:6][C:5]([C:8]2[N:12]([C:13]3[CH:14]=[CH:15][C:16]([S:19]([NH2:22])(=[O:21])=[O:20])=[N:17][CH:18]=3)[N:11]=[C:10]([C:23]([F:26])([F:25])[F:24])[C:9]=2[Cl:27])=[CH:4][CH:3]=1.C([Sn](CCCC)(CCCC)[C:33]1[N:34]=[CH:35][S:36][CH:37]=1)CCC.[Cl-].[Li+]. (6) Given the product [OH:15][CH2:14][C@H:12]1[CH2:13][C@H:11]1[C:9]([O:8][CH2:1][C:2]1[CH:3]=[CH:4][CH:5]=[CH:6][CH:7]=1)=[O:10], predict the reactants needed to synthesize it. The reactants are: [CH2:1]([O:8][C:9]([C@H:11]1[CH2:13][C@H:12]1[C:14](O)=[O:15])=[O:10])[C:2]1[CH:7]=[CH:6][CH:5]=[CH:4][CH:3]=1.CN1CCOCC1.ClC(OCC)=O.[BH4-].[Na+].[Cl-].[NH4+]. (7) Given the product [CH3:1][O:2][C:3](=[O:30])[CH:4]([C@@H:13]1[C:21]2[C:16](=[CH:17][CH:18]=[CH:19][CH:20]=2)[CH2:15][C@H:14]1[NH:22][C:23]([O:25][C:26]([CH3:28])([CH3:27])[CH3:29])=[O:24])[CH2:9][CH2:10][O:11][CH3:12], predict the reactants needed to synthesize it. The reactants are: [CH3:1][O:2][C:3](=[O:30])[C:4]([C@@H:13]1[C:21]2[C:16](=[CH:17][CH:18]=[CH:19][CH:20]=2)[CH2:15][C@H:14]1[NH:22][C:23]([O:25][C:26]([CH3:29])([CH3:28])[CH3:27])=[O:24])([CH2:9][CH2:10][O:11][CH3:12])C(OC)=O.[Cl-].[Na+]. (8) Given the product [CH2:48]([O:47][CH:46]([O:50][CH2:51][CH3:52])[C@@H:45]([N:33]([CH2:34][C:35]1[C:44]2[C:39](=[CH:40][CH:41]=[CH:42][CH:43]=2)[CH:38]=[CH:37][CH:36]=1)[C:31]([C@H:18]([CH2:19][CH2:20][CH2:21][CH2:22][NH:23][C:24](=[O:30])[O:25][C:26]([CH3:28])([CH3:29])[CH3:27])[NH:17][C:13](=[O:15])[CH2:12][O:11][NH:10][C:9](=[O:16])[NH:8][CH2:1][C:2]1[CH:3]=[CH:4][CH:5]=[CH:6][CH:7]=1)=[O:32])[CH3:53])[CH3:49], predict the reactants needed to synthesize it. The reactants are: [CH2:1]([NH:8][C:9](=[O:16])[NH:10][O:11][CH2:12][C:13]([OH:15])=O)[C:2]1[CH:7]=[CH:6][CH:5]=[CH:4][CH:3]=1.[NH2:17][C@H:18]([C:31]([N:33]([C@@H:45]([CH3:53])[CH:46]([O:50][CH2:51][CH3:52])[O:47][CH2:48][CH3:49])[CH2:34][C:35]1[C:44]2[C:39](=[CH:40][CH:41]=[CH:42][CH:43]=2)[CH:38]=[CH:37][CH:36]=1)=[O:32])[CH2:19][CH2:20][CH2:21][CH2:22][NH:23][C:24](=[O:30])[O:25][C:26]([CH3:29])([CH3:28])[CH3:27]. (9) Given the product [N:3]1[CH:4]=[CH:5][CH:6]=[CH:7][C:2]=1[CH:25]([C:21]1([C:18]2[CH:19]=[N:20][C:15]([C:14]([F:28])([F:13])[F:27])=[CH:16][CH:17]=2)[CH2:24][CH2:23][CH2:22]1)[OH:26], predict the reactants needed to synthesize it. The reactants are: Br[C:2]1[CH:7]=[CH:6][CH:5]=[CH:4][N:3]=1.[Li]CCCC.[F:13][C:14]([F:28])([F:27])[C:15]1[N:20]=[CH:19][C:18]([C:21]2([CH:25]=[O:26])[CH2:24][CH2:23][CH2:22]2)=[CH:17][CH:16]=1.CCOC(C)=O. (10) Given the product [Br:1][C:2]1[CH:7]=[CH:6][CH:5]=[C:4]2[C:3]=1[CH2:8][CH2:9][C:10]2=[O:12], predict the reactants needed to synthesize it. The reactants are: [Br:1][C:2]1[CH:7]=[CH:6][CH:5]=[CH:4][C:3]=1[CH2:8][CH2:9][C:10]([OH:12])=O.S(Cl)(Cl)=O.[Cl-].[Al+3].[Cl-].[Cl-].